Dataset: Full USPTO retrosynthesis dataset with 1.9M reactions from patents (1976-2016). Task: Predict the reactants needed to synthesize the given product. (1) The reactants are: COC1[N:8]=[C:7]2C=CN[C:6]2=CC=1.[CH:12]([C:15]1[N:20]=[C:19]2[CH:21]=[CH:22][NH:23][C:18]2=[CH:17][CH:16]=1)([CH3:14])[CH3:13].Br[CH2:25][CH2:26][CH2:27]CBr.BrCCCBr. Given the product [CH:12]([C:15]1[CH:16]=[CH:17][C:18]2[N:23]3[C:22]([CH2:25][CH2:26][CH2:27]3)=[C:21]([CH2:6][CH2:7][NH2:8])[C:19]=2[N:20]=1)([CH3:14])[CH3:13], predict the reactants needed to synthesize it. (2) Given the product [OH:22][C:21]1[C:20](=[O:19])[N:7]([C:1]2[CH:2]=[CH:3][CH:4]=[CH:5][CH:6]=2)[C:8](=[O:16])[C:9]=1[C:10]1[CH:15]=[CH:14][CH:13]=[CH:12][CH:11]=1, predict the reactants needed to synthesize it. The reactants are: [C:1]1([NH:7][C:8](=[O:16])[CH2:9][C:10]2[CH:15]=[CH:14][CH:13]=[CH:12][CH:11]=2)[CH:6]=[CH:5][CH:4]=[CH:3][CH:2]=1.C([O:19][C:20](=O)[C:21](OCC)=[O:22])C.CC(C)([O-])C.[K+]. (3) Given the product [C:37]([O:36][C:34](=[O:35])[N:6]([CH2:5][C:4]1[CH:23]=[CH:24][CH:25]=[CH:26][C:3]=1[O:2][CH3:1])[CH2:7][C:8]1[CH:13]=[CH:12][CH:11]=[C:10]([CH2:14][CH2:15][O:16][CH:17]2[CH2:22][CH2:21][CH2:20][CH2:19][O:18]2)[CH:9]=1)([CH3:40])([CH3:39])[CH3:38], predict the reactants needed to synthesize it. The reactants are: [CH3:1][O:2][C:3]1[CH:26]=[CH:25][CH:24]=[CH:23][C:4]=1[CH2:5][NH:6][CH2:7][C:8]1[CH:13]=[CH:12][CH:11]=[C:10]([CH2:14][CH2:15][O:16][CH:17]2[CH2:22][CH2:21][CH2:20][CH2:19][O:18]2)[CH:9]=1.C(NC(C)C)(C)C.[C:34](O[C:34]([O:36][C:37]([CH3:40])([CH3:39])[CH3:38])=[O:35])([O:36][C:37]([CH3:40])([CH3:39])[CH3:38])=[O:35].